From a dataset of Reaction yield outcomes from USPTO patents with 853,638 reactions. Predict the reaction yield, written as a fraction of the theoretical maximum amount of product (1.0 means a 100% yield; for example, 0.34 means a 34% yield). (1) The reactants are Br[CH2:2][C:3]([C:5]1[C:10]([CH3:11])=[CH:9][C:8]([OH:12])=[CH:7][C:6]=1[CH3:13])=O.[NH2:14][C:15]([NH2:17])=[S:16]. The catalyst is CCO. The product is [NH2:17][C:15]1[S:16][CH:2]=[C:3]([C:5]2[C:10]([CH3:11])=[CH:9][C:8]([OH:12])=[CH:7][C:6]=2[CH3:13])[N:14]=1. The yield is 0.790. (2) The yield is 0.777. The reactants are [OH:1][C:2]([C:17]([F:20])([F:19])[F:18])([CH2:5][C:6]([C:9]1[CH:14]=[CH:13][CH:12]=[CH:11][C:10]=1[O:15][CH3:16])([CH3:8])[CH3:7])[CH:3]=O.[C:21]1([NH2:31])[C:30]2[C:25](=[CH:26][CH:27]=[CH:28][CH:29]=2)[CH:24]=[CH:23][CH:22]=1. The product is [F:20][C:17]([F:18])([F:19])[C:2]([CH:3]=[N:31][C:21]1[C:30]2[C:25](=[CH:26][CH:27]=[CH:28][CH:29]=2)[CH:24]=[CH:23][CH:22]=1)([OH:1])[CH2:5][C:6]([C:9]1[CH:14]=[CH:13][CH:12]=[CH:11][C:10]=1[O:15][CH3:16])([CH3:7])[CH3:8]. The catalyst is C1(C)C=CC=CC=1.CC([O-])C.CC([O-])C.CC([O-])C.CC([O-])C.[Ti+4]. (3) The reactants are O[C:2]1[CH2:7][CH2:6][C:5]([CH3:9])([CH3:8])[CH2:4][C:3]=1[C:10]([O:12][CH3:13])=[O:11].C([O-])(=O)C.[NH4+:18]. The catalyst is C(O)C. The product is [NH2:18][C:2]1[CH2:7][CH2:6][C:5]([CH3:9])([CH3:8])[CH2:4][C:3]=1[C:10]([O:12][CH3:13])=[O:11]. The yield is 0.750. (4) The reactants are [C:1]([NH:10][C@@H:11]([C:13]1[CH:18]=[CH:17][CH:16]=[CH:15][CH:14]=1)[CH3:12])(=[O:9])[CH2:2][CH2:3][CH2:4][CH2:5][CH2:6][CH2:7][CH3:8].[CH2:19](Br)[CH:20]=[CH2:21].[H-].[Na+].Cl. The catalyst is C1(C)C=CC=CC=1. The product is [CH2:21]([N:10]([C@@H:11]([C:13]1[CH:14]=[CH:15][CH:16]=[CH:17][CH:18]=1)[CH3:12])[C:1](=[O:9])[CH2:2][CH2:3][CH2:4][CH2:5][CH2:6][CH2:7][CH3:8])[CH:20]=[CH2:19]. The yield is 0.860.